Dataset: Retrosynthesis with 50K atom-mapped reactions and 10 reaction types from USPTO. Task: Predict the reactants needed to synthesize the given product. (1) Given the product COC(=O)C1CCCC(C=O)C1, predict the reactants needed to synthesize it. The reactants are: COC(=O)C1CCCC(CO)C1. (2) Given the product CC1CCN(c2ccc(C(=O)O)cc2F)CC1, predict the reactants needed to synthesize it. The reactants are: COC(=O)c1ccc(N2CCC(C)CC2)c(F)c1. (3) The reactants are: CCOC(=O)Cc1cc2ccc(OCc3cccc(Cl)c3)cc2[nH]c1=O.N. Given the product NC(=O)Cc1cc2ccc(OCc3cccc(Cl)c3)cc2[nH]c1=O, predict the reactants needed to synthesize it. (4) Given the product FC(F)(F)c1ccccc1Sc1cnc2ccccc2c1, predict the reactants needed to synthesize it. The reactants are: FC(F)(F)c1ccccc1S.Ic1cnc2ccccc2c1. (5) Given the product CC(=O)N1CCCc2c(-c3ccnc(NC4CC4)n3)c(-c3ccc(F)cc3)nn21, predict the reactants needed to synthesize it. The reactants are: CC(=O)OC(C)=O.Fc1ccc(-c2nn3c(c2-c2ccnc(NC4CC4)n2)CCCN3)cc1. (6) Given the product NNc1cnc2ccc(Br)cc2n1, predict the reactants needed to synthesize it. The reactants are: Clc1cnc2ccc(Br)cc2n1.NN.